Dataset: Forward reaction prediction with 1.9M reactions from USPTO patents (1976-2016). Task: Predict the product of the given reaction. (1) Given the reactants Br[C:2]1[N:6]([CH2:7][C:8]2[CH:13]=[CH:12][C:11]([O:14][CH3:15])=[CH:10][CH:9]=2)[N:5]=[CH:4][C:3]=1[C:16]([N:18]([O:20][CH3:21])[CH3:19])=[O:17].N#N.[C:24]1([CH2:30][NH2:31])[CH:29]=[CH:28][CH:27]=[CH:26][CH:25]=1.C([O-])([O-])=O.[Cs+].[Cs+].CC1(C)C2C(=C(P(C3C=CC=CC=3)C3C=CC=CC=3)C=CC=2)OC2C(P(C3C=CC=CC=3)C3C=CC=CC=3)=CC=CC1=2, predict the reaction product. The product is: [CH2:30]([NH:31][C:2]1[N:6]([CH2:7][C:8]2[CH:13]=[CH:12][C:11]([O:14][CH3:15])=[CH:10][CH:9]=2)[N:5]=[CH:4][C:3]=1[C:16]([N:18]([O:20][CH3:21])[CH3:19])=[O:17])[C:24]1[CH:29]=[CH:28][CH:27]=[CH:26][CH:25]=1. (2) Given the reactants I[CH2:2][CH3:3].[C:4]([O:8][C:9]([NH:11][CH2:12][C@H:13]([NH:18]CC)[C:14]([O:16][CH3:17])=[O:15])=[O:10])([CH3:7])([CH3:6])[CH3:5], predict the reaction product. The product is: [C:4]([O:8][C:9]([NH:11][CH2:12][C@@:13]([NH2:18])([CH2:2][CH3:3])[C:14]([O:16][CH3:17])=[O:15])=[O:10])([CH3:7])([CH3:6])[CH3:5]. (3) Given the reactants [N:1]([C@@H:4]1[C@H:9]([NH:10][C:11]([C:13]2[NH:14][C:15]([CH3:20])=[C:16]([Cl:19])[C:17]=2[Cl:18])=[O:12])[CH2:8][CH2:7][N:6]([C:21]([O:23][CH2:24][C:25]2[CH:30]=[CH:29][CH:28]=[CH:27][CH:26]=2)=[O:22])[CH2:5]1)=[N+:2]=[N-:3].[CH:31]12CC(C=C1)C=[CH:32]2, predict the reaction product. The product is: [Cl:18][C:17]1[C:16]([Cl:19])=[C:15]([CH3:20])[NH:14][C:13]=1[C:11]([NH:10][C@@H:9]1[CH2:8][CH2:7][N:6]([C:21]([O:23][CH2:24][C:25]2[CH:30]=[CH:29][CH:28]=[CH:27][CH:26]=2)=[O:22])[CH2:5][C@@H:4]1[N:1]1[CH:32]=[CH:31][N:3]=[N:2]1)=[O:12]. (4) Given the reactants [Cl:1][C:2]1[CH:7]=[CH:6][C:5]([C:8]2[C:12]3[CH:13]=[CH:14][C:15]([CH2:17][CH2:18][CH2:19][CH2:20]OS(C)(=O)=O)=[CH:16][C:11]=3[S:10][N:9]=2)=[CH:4][CH:3]=1.[CH2:26]([NH:28][CH2:29][CH2:30][OH:31])[CH3:27], predict the reaction product. The product is: [Cl:1][C:2]1[CH:3]=[CH:4][C:5]([C:8]2[C:12]3[CH:13]=[CH:14][C:15]([CH2:17][CH2:18][CH2:19][CH2:20][N:28]([CH2:26][CH3:27])[CH2:29][CH2:30][OH:31])=[CH:16][C:11]=3[S:10][N:9]=2)=[CH:6][CH:7]=1. (5) Given the reactants OC1C=CC([C@@H]2CC3(CCN(C(OC(C)(C)C)=O)CC3)OC2)=CC=1.[ClH:25].[F:26][C:27]1[CH:50]=[CH:49][C:30]([CH2:31][O:32][C:33]2[CH:38]=[CH:37][C:36]([C@H:39]3[CH2:43][C:42]4([CH2:48][CH2:47][NH:46][CH2:45][CH2:44]4)[O:41][CH2:40]3)=[CH:35][CH:34]=2)=[CH:29][CH:28]=1, predict the reaction product. The product is: [ClH:25].[F:26][C:27]1[CH:28]=[CH:29][C:30]([CH2:31][O:32][C:33]2[CH:34]=[CH:35][C:36]([C@@H:39]3[CH2:43][C:42]4([CH2:44][CH2:45][NH:46][CH2:47][CH2:48]4)[O:41][CH2:40]3)=[CH:37][CH:38]=2)=[CH:49][CH:50]=1.